Dataset: NCI-60 drug combinations with 297,098 pairs across 59 cell lines. Task: Regression. Given two drug SMILES strings and cell line genomic features, predict the synergy score measuring deviation from expected non-interaction effect. (1) Drug 1: C1CN1P(=S)(N2CC2)N3CC3. Drug 2: C1CCC(C(C1)N)N.C(=O)(C(=O)[O-])[O-].[Pt+4]. Cell line: UACC62. Synergy scores: CSS=45.9, Synergy_ZIP=-10.3, Synergy_Bliss=-6.96, Synergy_Loewe=-3.86, Synergy_HSA=-1.24. (2) Drug 1: CCC1=CC2CC(C3=C(CN(C2)C1)C4=CC=CC=C4N3)(C5=C(C=C6C(=C5)C78CCN9C7C(C=CC9)(C(C(C8N6C)(C(=O)OC)O)OC(=O)C)CC)OC)C(=O)OC.C(C(C(=O)O)O)(C(=O)O)O. Drug 2: CC1=C2C(C(=O)C3(C(CC4C(C3C(C(C2(C)C)(CC1OC(=O)C(C(C5=CC=CC=C5)NC(=O)OC(C)(C)C)O)O)OC(=O)C6=CC=CC=C6)(CO4)OC(=O)C)O)C)O. Cell line: CCRF-CEM. Synergy scores: CSS=56.9, Synergy_ZIP=0.540, Synergy_Bliss=-1.14, Synergy_Loewe=-0.943, Synergy_HSA=-0.747. (3) Drug 1: CC=C1C(=O)NC(C(=O)OC2CC(=O)NC(C(=O)NC(CSSCCC=C2)C(=O)N1)C(C)C)C(C)C. Drug 2: C(CC(=O)O)C(=O)CN.Cl. Cell line: T-47D. Synergy scores: CSS=28.6, Synergy_ZIP=-3.23, Synergy_Bliss=-4.41, Synergy_Loewe=-21.6, Synergy_HSA=-2.30. (4) Drug 1: C1=NC2=C(N=C(N=C2N1C3C(C(C(O3)CO)O)O)F)N. Drug 2: C1CCC(C(C1)N)N.C(=O)(C(=O)[O-])[O-].[Pt+4]. Cell line: TK-10. Synergy scores: CSS=64.8, Synergy_ZIP=0.608, Synergy_Bliss=-0.701, Synergy_Loewe=-13.8, Synergy_HSA=2.45. (5) Drug 1: C1CC(C1)(C(=O)O)C(=O)O.[NH2-].[NH2-].[Pt+2]. Drug 2: CS(=O)(=O)OCCCCOS(=O)(=O)C. Cell line: SF-295. Synergy scores: CSS=4.74, Synergy_ZIP=0.587, Synergy_Bliss=1.06, Synergy_Loewe=0.635, Synergy_HSA=-0.0415. (6) Drug 1: CN(C)N=NC1=C(NC=N1)C(=O)N. Drug 2: CC1C(C(CC(O1)OC2CC(CC3=C2C(=C4C(=C3O)C(=O)C5=C(C4=O)C(=CC=C5)OC)O)(C(=O)CO)O)N)O.Cl. Cell line: COLO 205. Synergy scores: CSS=56.8, Synergy_ZIP=0.237, Synergy_Bliss=3.06, Synergy_Loewe=-23.9, Synergy_HSA=2.79. (7) Drug 1: C1=CC(=CC=C1CCC2=CNC3=C2C(=O)NC(=N3)N)C(=O)NC(CCC(=O)O)C(=O)O. Drug 2: C1CCC(CC1)NC(=O)N(CCCl)N=O. Cell line: U251. Synergy scores: CSS=40.0, Synergy_ZIP=-8.05, Synergy_Bliss=-7.26, Synergy_Loewe=-4.95, Synergy_HSA=-2.17.